From a dataset of Reaction yield outcomes from USPTO patents with 853,638 reactions. Predict the reaction yield, written as a fraction of the theoretical maximum amount of product (1.0 means a 100% yield; for example, 0.34 means a 34% yield). (1) The reactants are O[C:2]1([C:7]2[CH:12]=[CH:11][CH:10]=[CH:9][CH:8]=2)[CH2:6][CH2:5][CH2:4][CH2:3]1. The catalyst is C1COCC1. The product is [C:7]1([C:2]2[CH2:6][CH2:5][CH2:4][CH:3]=2)[CH:12]=[CH:11][CH:10]=[CH:9][CH:8]=1. The yield is 0.850. (2) The reactants are [CH2:1]([N:3]1[C:7]([C:8]2[CH:9]=[N:10][CH:11]=[CH:12][CH:13]=2)=[N:6][N:5]=[C:4]1[SH:14])[CH3:2].C(=O)([O-])[O-].[Cs+].[Cs+].Cl[CH2:22][C:23]([NH:25][C:26]1[CH:31]=[CH:30][C:29]([CH2:32][CH3:33])=[CH:28][CH:27]=1)=[O:24]. The catalyst is CC#N. The product is [CH2:1]([N:3]1[C:7]([C:8]2[CH:9]=[N:10][CH:11]=[CH:12][CH:13]=2)=[N:6][N:5]=[C:4]1[S:14][CH2:22][C:23]([NH:25][C:26]1[CH:31]=[CH:30][C:29]([CH2:32][CH3:33])=[CH:28][CH:27]=1)=[O:24])[CH3:2]. The yield is 0.840. (3) The reactants are [CH3:1][N:2]([CH3:30])[CH2:3][CH2:4][N:5]([CH3:29])[CH2:6][CH2:7][N:8]1[C:16]2[C:11](=[CH:12][C:13]([O:17][CH3:18])=[CH:14][CH:15]=2)[C:10]([CH:19]=O)=[C:9]1[C:21]1[C:22]([CH3:28])=[N:23][N:24]([CH3:27])[C:25]=1[CH3:26].[CH3:31][NH:32][C:33]([NH:35][C:36]1[CH:37]=[CH:38][C:39]2[O:43][CH2:42][C:41](=[O:44])[C:40]=2[CH:45]=1)=[O:34].C([O-])([O-])=O.[Na+].[Na+].CCOC(C)=O. The catalyst is Cl.CCO. The product is [CH3:30][N:2]([CH3:1])[CH2:3][CH2:4][N:5]([CH3:29])[CH2:6][CH2:7][N:8]1[C:16]2[C:11](=[CH:12][C:13]([O:17][CH3:18])=[CH:14][CH:15]=2)[C:10](/[CH:19]=[C:42]2\[O:43][C:39]3[CH:38]=[CH:37][C:36]([NH:35][C:33]([NH:32][CH3:31])=[O:34])=[CH:45][C:40]=3[C:41]\2=[O:44])=[C:9]1[C:21]1[C:22]([CH3:28])=[N:23][N:24]([CH3:27])[C:25]=1[CH3:26]. The yield is 0.130. (4) The product is [CH:16]1([CH2:15][C@H:11]([N:9]2[CH2:10][C:6]3[CH2:5][C:4]4[C:3]([O:2][CH3:1])=[CH:27][CH:26]=[CH:25][C:24]=4[O:23][C:7]=3[C:8]2=[O:22])[C:12]([NH:69][C:66]2[CH:67]=[CH:68][N:64]([CH2:63][C@@H:62]3[CH2:70][O:71][C:72]([CH3:73])([CH3:28])[O:61]3)[N:65]=2)=[O:13])[CH2:21][CH2:20][CH2:19][CH2:18][CH2:17]1. The catalyst is O1CCCC1.O. The yield is 0.653. The reactants are [CH3:1][O:2][C:3]1[C:4]2[CH2:5][C:6]3[CH2:10][N:9]([C@@H:11]([CH2:15][CH:16]4[CH2:21][CH2:20][CH2:19][CH2:18][CH2:17]4)[C:12](O)=[O:13])[C:8](=[O:22])[C:7]=3[O:23][C:24]=2[CH:25]=[CH:26][CH:27]=1.[CH3:28]N1CCOCC1.F[P-](F)(F)(F)(F)F.N1(OC(N(C)C)=[N+](C)C)C2N=CC=CC=2N=N1.C([O:61][C@@H:62]([CH2:70][O:71][CH2:72][CH3:73])[CH2:63][N:64]1[CH:68]=[CH:67][C:66]([NH2:69])=[N:65]1)C. (5) The reactants are [N:1]1[CH:6]=[CH:5][CH:4]=[CH:3][C:2]=1[NH:7][C:8]([N:10]1[C@@H:16]2[CH2:17][N:13]([CH2:14][CH2:15]2)[C:12]2[CH:18]=[CH:19][C:20]([C:22](O)=[O:23])=[N:21][C:11]1=2)=[O:9].CN(C(ON1N=[N:40][C:35]2[CH:36]=[CH:37][CH:38]=NC1=2)=[N+](C)C)C.F[P-](F)(F)(F)(F)F.CCN(C(C)C)C(C)C.Cl.C1(CN)CC1. The catalyst is CN(C)C=O.C(Cl)Cl.CO. The product is [CH:36]1([CH2:35][NH:40][C:22]([C:20]2[CH:19]=[CH:18][C:12]3[N:13]4[CH2:17][C@H:16]([CH2:15][CH2:14]4)[N:10]([C:8]([NH:7][C:2]4[CH:3]=[CH:4][CH:5]=[CH:6][N:1]=4)=[O:9])[C:11]=3[N:21]=2)=[O:23])[CH2:38][CH2:37]1. The yield is 0.504. (6) The reactants are Cl[C:2]1[N:3]=[CH:4][C:5]([C:8]([N:10]2[CH2:15][CH2:14][C:13]3[NH:16][C:17]([C:19]4[C:27]5[C:22](=[CH:23][C:24]([C:28]6[CH:33]=[C:32]([F:34])[C:31]([OH:35])=[CH:30][C:29]=6[CH2:36][CH3:37])=[CH:25][CH:26]=5)[NH:21][N:20]=4)=[N:18][C:12]=3[CH2:11]2)=[O:9])=[N:6][CH:7]=1.[CH3:38][N:39]([CH3:43])[CH2:40][CH2:41][NH2:42]. No catalyst specified. The product is [CH3:38][N:39]([CH3:43])[CH2:40][CH2:41][NH:42][C:2]1[N:3]=[CH:4][C:5]([C:8]([N:10]2[CH2:15][CH2:14][C:13]3[NH:16][C:17]([C:19]4[C:27]5[C:22](=[CH:23][C:24]([C:28]6[CH:33]=[C:32]([F:34])[C:31]([OH:35])=[CH:30][C:29]=6[CH2:36][CH3:37])=[CH:25][CH:26]=5)[NH:21][N:20]=4)=[N:18][C:12]=3[CH2:11]2)=[O:9])=[N:6][CH:7]=1. The yield is 0.460. (7) The reactants are Cl.[NH:2]1[CH2:11][CH2:10][CH2:9][CH2:8][CH:3]1[C:4]([O:6][CH3:7])=[O:5].[N:12]1[CH:17]=[CH:16][CH:15]=[CH:14][C:13]=1[CH:18]=O.C(N(CC)CC)C.C(O[BH-](OC(=O)C)OC(=O)C)(=O)C.[Na+].C(=O)([O-])[O-].[Na+].[Na+]. The catalyst is ClC(Cl)C. The product is [CH3:7][O:6][C:4]([CH:3]1[CH2:8][CH2:9][CH2:10][CH2:11][N:2]1[CH2:18][C:13]1[CH:14]=[CH:15][CH:16]=[CH:17][N:12]=1)=[O:5]. The yield is 0.936.